This data is from Blood-brain barrier penetration binary classification data from Martins et al.. The task is: Regression/Classification. Given a drug SMILES string, predict its absorption, distribution, metabolism, or excretion properties. Task type varies by dataset: regression for continuous measurements (e.g., permeability, clearance, half-life) or binary classification for categorical outcomes (e.g., BBB penetration, CYP inhibition). Dataset: bbb_martins. (1) The drug is CCCCCCCCCC(=O)OC1(c2ccc(Cl)cc2)CCN(CCCC(=O)c2ccc(F)cc2)CC1. The result is 1 (penetrates BBB). (2) The molecule is CC(C)(C)NCC(O)c1ccc(O)c(NC(N)=O)c1. The result is 0 (does not penetrate BBB). (3) The compound is CC(Cc1ccccc1)NCCC1c2ccccc2Sc2ccccc21. The result is 1 (penetrates BBB). (4) The drug is CC(C)(C)N1CCC(c2ccccc2)(c2ccccc2)CC1. The result is 1 (penetrates BBB). (5) The drug is OCCN1CCN(CCCC2c3ccc(F)cc3Sc3ccc(C(F)(F)F)cc32)CC1. The result is 1 (penetrates BBB).